Dataset: Forward reaction prediction with 1.9M reactions from USPTO patents (1976-2016). Task: Predict the product of the given reaction. (1) Given the reactants [CH3:1][C:2]1[O:12][C:5]2[CH2:6][N:7]([CH3:11])[CH2:8][CH:9]([OH:10])[C:4]=2[CH:3]=1.[Cl:13][C:14]1[C:19]([CH3:20])=[CH:18][C:17](O)=[CH:16][C:15]=1[CH3:22], predict the reaction product. The product is: [ClH:13].[Cl:13][C:14]1[C:19]([CH3:20])=[CH:18][C:17]([O:10][CH:9]2[CH2:8][N:7]([CH3:11])[CH2:6][C:5]3[O:12][C:2]([CH3:1])=[CH:3][C:4]2=3)=[CH:16][C:15]=1[CH3:22]. (2) Given the reactants [Br:1][C:2]1[CH:15]=[C:14]2[CH2:16][C:11]3[C:12]4=[C:13]2[C:4](=[CH:5][CH:6]=[C:7]4[CH:8]=[CH:9][CH:10]=3)[CH:3]=1.C(Br)CCCCCCC.[OH-].[Na+], predict the reaction product. The product is: [Br:1][C:2]1[CH:15]=[C:14]2[CH2:16][C:11]3[C:12]4[C:13]2=[C:4]([CH2:5][CH2:6][C:7]=4[CH:8]=[CH:9][CH:10]=3)[CH:3]=1. (3) The product is: [F:13][CH:12]([F:14])[C:11]1[CH:10]=[C:9]2[C:4]([CH2:5][CH2:6][CH2:7][N:8]2[C:15]2[C:19]3[CH2:20][N:21]([C:24]([O:26][C:27]([CH3:29])([CH3:28])[CH3:30])=[O:25])[CH2:22][CH2:23][C:18]=3[N:17]([CH:31]3[CH2:32][CH2:33][S:34](=[O:38])(=[O:37])[CH2:35][CH2:36]3)[N:16]=2)=[CH:3][C:2]=1[C:83]1[CH:82]=[N:81][N:80]([CH3:79])[C:84]=1[CH3:85]. Given the reactants Br[C:2]1[CH:3]=[C:4]2[C:9](=[CH:10][C:11]=1[CH:12]([F:14])[F:13])[N:8]([C:15]1[C:19]3[CH2:20][N:21]([C:24]([O:26][C:27]([CH3:30])([CH3:29])[CH3:28])=[O:25])[CH2:22][CH2:23][C:18]=3[N:17]([CH:31]3[CH2:36][CH2:35][S:34](=[O:38])(=[O:37])[CH2:33][CH2:32]3)[N:16]=1)[CH2:7][CH2:6][CH2:5]2.C([O-])([O-])=O.[Na+].[Na+].C1(P(C2CCCCC2)C2C=CC=CC=2C2C(C(C)C)=CC(C(C)C)=CC=2C(C)C)CCCCC1.[CH3:79][N:80]1[C:84]([CH3:85])=[C:83](B2OC(C)(C)C(C)(C)O2)[CH:82]=[N:81]1, predict the reaction product.